This data is from NCI-60 drug combinations with 297,098 pairs across 59 cell lines. The task is: Regression. Given two drug SMILES strings and cell line genomic features, predict the synergy score measuring deviation from expected non-interaction effect. Drug 1: C1CCC(C1)C(CC#N)N2C=C(C=N2)C3=C4C=CNC4=NC=N3. Drug 2: CC1C(C(CC(O1)OC2CC(OC(C2O)C)OC3=CC4=CC5=C(C(=O)C(C(C5)C(C(=O)C(C(C)O)O)OC)OC6CC(C(C(O6)C)O)OC7CC(C(C(O7)C)O)OC8CC(C(C(O8)C)O)(C)O)C(=C4C(=C3C)O)O)O)O. Cell line: NCI-H322M. Synergy scores: CSS=7.05, Synergy_ZIP=2.93, Synergy_Bliss=7.60, Synergy_Loewe=7.09, Synergy_HSA=6.54.